This data is from Catalyst prediction with 721,799 reactions and 888 catalyst types from USPTO. The task is: Predict which catalyst facilitates the given reaction. (1) Product: [F:1][C:2]1[CH:3]=[CH:4][CH:5]=[C:6]2[C:10]=1[NH:9][C:8](=[O:11])[C:7]12[C:12]2=[CH:13][C:14]3[O:18][CH2:17][O:16][C:15]=3[CH:19]=[C:20]2[O:21][CH2:24]1. Reactant: [F:1][C:2]1[CH:3]=[CH:4][CH:5]=[C:6]2[C:10]=1[NH:9][C:8](=[O:11])[CH:7]2[C:12]1[C:20]([OH:21])=[CH:19][C:15]2[O:16][CH2:17][O:18][C:14]=2[CH:13]=1.C=O.[CH2:24](P(CCCC)CCCC)CCC.N(C(OC(C)(C)C)=O)=NC(OC(C)(C)C)=O. The catalyst class is: 1. (2) Reactant: [CH3:1][I:2].[N+]1([O-])C=CNC=1.C(N1C[N:20]([CH2:22][C:23]2[CH:28]=[CH:27][CH:26]=[CH:25][CH:24]=2)[CH2:19][N:18]([CH2:29][C:30]2[CH:35]=CC=CC=2)C1)C1C=CC=CC=1.CC(=NO)[C:38](=[O:40])C. Product: [I-:2].[CH2:22]([N:20]1[C:30]([CH3:35])=[C:29]([CH3:1])[N+:18]([O:40][CH3:38])=[CH:19]1)[C:23]1[CH:24]=[CH:25][CH:26]=[CH:27][CH:28]=1. The catalyst class is: 22. (3) Reactant: [Cl:1][C:2]1[C:3]([O:20][CH3:21])=[C:4]([C:8]([CH3:19])([CH3:18])[CH2:9][C:10]([OH:17])([C:13]([F:16])([F:15])[F:14])[CH:11]=O)[CH:5]=[CH:6][CH:7]=1.[NH2:22][C:23]1[CH:31]=[CH:30][CH:29]=[C:28]2[C:24]=1[CH:25]=[N:26][NH:27]2. Product: [F:14][C:13]([F:15])([F:16])[C:10]([CH:11]=[N:22][C:23]1[CH:31]=[CH:30][CH:29]=[C:28]2[C:24]=1[CH:25]=[N:26][NH:27]2)([OH:17])[CH2:9][C:8]([C:4]1[CH:5]=[CH:6][CH:7]=[C:2]([Cl:1])[C:3]=1[O:20][CH3:21])([CH3:19])[CH3:18]. The catalyst class is: 15. (4) Reactant: [C:1]12([C:11]3[CH:30]=[CH:29][C:14]([O:15][CH2:16][C:17]([NH:19][C:20]4[CH:21]=[C:22]([CH:26]=[CH:27][N:28]=4)[C:23](O)=[O:24])=[O:18])=[CH:13][CH:12]=3)[CH2:10][CH:5]3[CH2:6][CH:7]([CH2:9][CH:3]([CH2:4]3)[CH2:2]1)[CH2:8]2.[Cl:31][C:32]1[CH:38]=[CH:37][C:35]([NH2:36])=[CH:34][CH:33]=1.C1CN([P+](ON2N=NC3C=CC=CC2=3)(N2CCCC2)N2CCCC2)CC1.F[P-](F)(F)(F)(F)F.CO. Product: [C:1]12([C:11]3[CH:30]=[CH:29][C:14]([O:15][CH2:16][C:17]([NH:19][C:20]4[CH:21]=[C:22]([CH:26]=[CH:27][N:28]=4)[C:23]([NH:36][C:35]4[CH:37]=[CH:38][C:32]([Cl:31])=[CH:33][CH:34]=4)=[O:24])=[O:18])=[CH:13][CH:12]=3)[CH2:8][CH:7]3[CH2:9][CH:3]([CH2:4][CH:5]([CH2:6]3)[CH2:10]1)[CH2:2]2. The catalyst class is: 241. (5) Reactant: [F:1][C:2]([F:21])([F:20])[C:3]([N:5]1[CH2:11][C:10](=[CH2:12])[C:9]2[CH:13]=[CH:14][C:15]([O:17][CH3:18])=[CH:16][C:8]=2[CH2:7][CH:6]1[CH3:19])=[O:4]. Product: [F:21][C:2]([F:1])([F:20])[C:3]([N:5]1[CH2:11][CH:10]([CH3:12])[C:9]2[CH:13]=[CH:14][C:15]([O:17][CH3:18])=[CH:16][C:8]=2[CH2:7][CH:6]1[CH3:19])=[O:4]. The catalyst class is: 29. (6) Reactant: [CH3:1][O:2][C:3]1[C:19]([O:20][CH3:21])=[C:18]([O:22][CH3:23])[CH:17]=[C:16]([CH3:24])[C:4]=1[C:5]([C:7]1[C:12]([O:13][CH3:14])=[CH:11][N:10]=[CH:9][C:8]=1[Cl:15])=[O:6].ClC1C=CC=C(C(OO)=[O:33])C=1.[OH-].[Na+]. Product: [CH3:1][O:2][C:3]1[C:19]([O:20][CH3:21])=[C:18]([O:22][CH3:23])[CH:17]=[C:16]([CH3:24])[C:4]=1[C:5]([C:7]1[C:12]([O:13][CH3:14])=[CH:11][N+:10]([O-:33])=[CH:9][C:8]=1[Cl:15])=[O:6]. The catalyst class is: 22. (7) Reactant: [CH3:1][O:2][C:3](=[O:13])[CH2:4][C:5]1[CH:10]=[CH:9][C:8]([O:11][CH3:12])=[CH:7][CH:6]=1.Br[CH:15]([C:25]1[CH:30]=[CH:29][CH:28]=[CH:27][CH:26]=1)[C:16]1[CH:21]=[C:20]([CH3:22])[CH:19]=[C:18]([O:23][CH3:24])[CH:17]=1.Cl.ClCCl. Product: [CH3:1][O:2][C:3](=[O:13])[CH:4]([C:5]1[CH:10]=[CH:9][C:8]([O:11][CH3:12])=[CH:7][CH:6]=1)[CH:15]([C:16]1[CH:21]=[C:20]([CH3:22])[CH:19]=[C:18]([O:23][CH3:24])[CH:17]=1)[C:25]1[CH:26]=[CH:27][CH:28]=[CH:29][CH:30]=1. The catalyst class is: 3. (8) Reactant: [C:1]([OH:24])(=O)[CH2:2][CH2:3]/[CH:4]=[CH:5]\[CH2:6]/[CH:7]=[CH:8]\[CH2:9]/[CH:10]=[CH:11]\[CH2:12]/[CH:13]=[CH:14]\[CH2:15]/[CH:16]=[CH:17]\[CH2:18]/[CH:19]=[CH:20]\[CH2:21][CH3:22].[NH2:25][CH2:26][CH2:27][NH:28][C:29](=[O:35])[O:30][C:31]([CH3:34])([CH3:33])[CH3:32].CCN=C=NCCCN(C)C. Product: [C:1]([NH:25][CH2:26][CH2:27][NH:28][C:29](=[O:35])[O:30][C:31]([CH3:33])([CH3:32])[CH3:34])(=[O:24])[CH2:2][CH2:3]/[CH:4]=[CH:5]\[CH2:6]/[CH:7]=[CH:8]\[CH2:9]/[CH:10]=[CH:11]\[CH2:12]/[CH:13]=[CH:14]\[CH2:15]/[CH:16]=[CH:17]\[CH2:18]/[CH:19]=[CH:20]\[CH2:21][CH3:22]. The catalyst class is: 23.